The task is: Regression. Given two drug SMILES strings and cell line genomic features, predict the synergy score measuring deviation from expected non-interaction effect.. This data is from NCI-60 drug combinations with 297,098 pairs across 59 cell lines. (1) Drug 1: C1CC(=O)NC(=O)C1N2CC3=C(C2=O)C=CC=C3N. Drug 2: CC12CCC3C(C1CCC2=O)CC(=C)C4=CC(=O)C=CC34C. Cell line: K-562. Synergy scores: CSS=60.0, Synergy_ZIP=-0.251, Synergy_Bliss=-8.56, Synergy_Loewe=-26.8, Synergy_HSA=-7.45. (2) Drug 1: CC1C(C(CC(O1)OC2CC(OC(C2O)C)OC3=CC4=CC5=C(C(=O)C(C(C5)C(C(=O)C(C(C)O)O)OC)OC6CC(C(C(O6)C)O)OC7CC(C(C(O7)C)O)OC8CC(C(C(O8)C)O)(C)O)C(=C4C(=C3C)O)O)O)O. Drug 2: C1CC(=O)NC(=O)C1N2C(=O)C3=CC=CC=C3C2=O. Cell line: HCT116. Synergy scores: CSS=58.7, Synergy_ZIP=3.51, Synergy_Bliss=4.72, Synergy_Loewe=-38.8, Synergy_HSA=1.75. (3) Drug 1: CCCCC(=O)OCC(=O)C1(CC(C2=C(C1)C(=C3C(=C2O)C(=O)C4=C(C3=O)C=CC=C4OC)O)OC5CC(C(C(O5)C)O)NC(=O)C(F)(F)F)O. Drug 2: COC1=C2C(=CC3=C1OC=C3)C=CC(=O)O2. Cell line: UACC62. Synergy scores: CSS=70.0, Synergy_ZIP=2.13, Synergy_Bliss=0.548, Synergy_Loewe=-12.8, Synergy_HSA=1.57. (4) Drug 1: COC1=NC(=NC2=C1N=CN2C3C(C(C(O3)CO)O)O)N. Drug 2: CC1=C(N=C(N=C1N)C(CC(=O)N)NCC(C(=O)N)N)C(=O)NC(C(C2=CN=CN2)OC3C(C(C(C(O3)CO)O)O)OC4C(C(C(C(O4)CO)O)OC(=O)N)O)C(=O)NC(C)C(C(C)C(=O)NC(C(C)O)C(=O)NCCC5=NC(=CS5)C6=NC(=CS6)C(=O)NCCC[S+](C)C)O. Cell line: SF-295. Synergy scores: CSS=36.4, Synergy_ZIP=-2.44, Synergy_Bliss=-3.11, Synergy_Loewe=-30.5, Synergy_HSA=0.450. (5) Drug 1: CC1CCC2CC(C(=CC=CC=CC(CC(C(=O)C(C(C(=CC(C(=O)CC(OC(=O)C3CCCCN3C(=O)C(=O)C1(O2)O)C(C)CC4CCC(C(C4)OC)OCCO)C)C)O)OC)C)C)C)OC. Drug 2: CC1C(C(CC(O1)OC2CC(OC(C2O)C)OC3=CC4=CC5=C(C(=O)C(C(C5)C(C(=O)C(C(C)O)O)OC)OC6CC(C(C(O6)C)O)OC7CC(C(C(O7)C)O)OC8CC(C(C(O8)C)O)(C)O)C(=C4C(=C3C)O)O)O)O. Cell line: SK-MEL-5. Synergy scores: CSS=48.5, Synergy_ZIP=-1.62, Synergy_Bliss=-0.116, Synergy_Loewe=-2.32, Synergy_HSA=0.435. (6) Drug 1: CC1=C(C=C(C=C1)NC2=NC=CC(=N2)N(C)C3=CC4=NN(C(=C4C=C3)C)C)S(=O)(=O)N.Cl. Drug 2: CN(C)C1=NC(=NC(=N1)N(C)C)N(C)C. Cell line: EKVX. Synergy scores: CSS=-5.07, Synergy_ZIP=1.50, Synergy_Bliss=-3.28, Synergy_Loewe=-4.49, Synergy_HSA=-5.87. (7) Drug 1: CC1C(C(=O)NC(C(=O)N2CCCC2C(=O)N(CC(=O)N(C(C(=O)O1)C(C)C)C)C)C(C)C)NC(=O)C3=C4C(=C(C=C3)C)OC5=C(C(=O)C(=C(C5=N4)C(=O)NC6C(OC(=O)C(N(C(=O)CN(C(=O)C7CCCN7C(=O)C(NC6=O)C(C)C)C)C)C(C)C)C)N)C. Drug 2: CC1C(C(CC(O1)OC2CC(CC3=C2C(=C4C(=C3O)C(=O)C5=CC=CC=C5C4=O)O)(C(=O)C)O)N)O. Cell line: A498. Synergy scores: CSS=83.3, Synergy_ZIP=22.3, Synergy_Bliss=22.7, Synergy_Loewe=19.4, Synergy_HSA=22.2.